From a dataset of TCR-epitope binding with 47,182 pairs between 192 epitopes and 23,139 TCRs. Binary Classification. Given a T-cell receptor sequence (or CDR3 region) and an epitope sequence, predict whether binding occurs between them. The epitope is SSTFNVPMEKLK. The TCR CDR3 sequence is CASSTSGETQYF. Result: 1 (the TCR binds to the epitope).